Dataset: Full USPTO retrosynthesis dataset with 1.9M reactions from patents (1976-2016). Task: Predict the reactants needed to synthesize the given product. (1) Given the product [CH:1]([O:4][C:5]1[CH:6]=[C:7]2[C:12]([C:11]([CH3:16])=[CH:10][CH2:9][CH2:8]2)=[CH:13][CH:14]=1)([CH3:3])[CH3:2], predict the reactants needed to synthesize it. The reactants are: [CH:1]([O:4][C:5]1[CH:6]=[C:7]2[C:12](=[CH:13][CH:14]=1)[C:11](=O)[CH2:10][CH2:9][CH2:8]2)([CH3:3])[CH3:2].[CH3:16][Mg]I. (2) Given the product [Br:1][C:2]1[CH:7]=[N:6][C:5]2[N:8]([CH2:17][CH2:18][CH3:19])[CH2:9][CH2:10][CH2:11][C:12]([C:13]([O:15][CH3:16])=[O:14])=[CH:20][C:4]=2[CH:3]=1, predict the reactants needed to synthesize it. The reactants are: [Br:1][C:2]1[CH:3]=[C:4]([CH:20]=O)[C:5]([N:8]([CH2:17][CH2:18][CH3:19])[CH2:9][CH2:10][CH2:11][CH2:12][C:13]([O:15][CH3:16])=[O:14])=[N:6][CH:7]=1.C[O-].[Na+].O. (3) Given the product [O:11]=[C:8]1[CH2:7][C:6]2[C:10](=[C:2]([NH:1][C:12](=[O:14])[CH3:13])[CH:3]=[CH:4][CH:5]=2)[NH:9]1, predict the reactants needed to synthesize it. The reactants are: [NH2:1][C:2]1[CH:3]=[CH:4][CH:5]=[C:6]2[C:10]=1[NH:9][C:8](=[O:11])[CH2:7]2.[C:12](OC(=O)C)(=[O:14])[CH3:13]. (4) Given the product [CH3:12][O:11][N:10]([CH2:13][C:14]1[CH:15]=[CH:16][C:17]([C:18](=[O:19])[NH:20][CH3:21])=[CH:22][CH:23]=1)[C:8]([C:7]1[CH2:26][N:28]([CH2:29][CH2:30][N:31]2[CH2:36][CH2:35][O:34][CH2:33][CH2:32]2)[C:4](=[O:24])[C:5]=1[OH:6])=[O:9], predict the reactants needed to synthesize it. The reactants are: CC1(C)[O:6][C:5](=[CH:7][C:8]([N:10]([CH2:13][C:14]2[CH:23]=[CH:22][C:17]([C:18]([NH:20][CH3:21])=[O:19])=[CH:16][CH:15]=2)[O:11][CH3:12])=[O:9])[C:4](=[O:24])O1.[CH2:26]=O.[NH2:28][CH2:29][CH2:30][N:31]1[CH2:36][CH2:35][O:34][CH2:33][CH2:32]1. (5) Given the product [N:8]1[CH:13]=[CH:12][C:11]([C:14]2[N:7]=[C:2]3[CH:3]=[CH:4][CH:5]=[CH:6][N:1]3[C:16](=[O:17])[CH:15]=2)=[CH:10][CH:9]=1, predict the reactants needed to synthesize it. The reactants are: [N:1]1[CH:6]=[CH:5][CH:4]=[CH:3][C:2]=1[NH2:7].[N:8]1[CH:13]=[CH:12][C:11]([C:14](=O)[CH2:15][C:16](OCC)=[O:17])=[CH:10][CH:9]=1.[OH-].[Na+]. (6) The reactants are: [F:1][C:2]1[CH:10]=[C:9]2[C:5]([CH2:6][C:7](=[O:18])[N:8]2[C:11]([O:13][C:14]([CH3:17])([CH3:16])[CH3:15])=[O:12])=[CH:4][CH:3]=1.C([O-])([O-])=O.[K+].[K+].Br[CH2:26][CH2:27]Br. Given the product [F:1][C:2]1[CH:10]=[C:9]2[C:5]([C:6]3([CH2:27][CH2:26]3)[C:7](=[O:18])[N:8]2[C:11]([O:13][C:14]([CH3:15])([CH3:17])[CH3:16])=[O:12])=[CH:4][CH:3]=1, predict the reactants needed to synthesize it. (7) The reactants are: C([O:9][C@H:10]([C@@H:13]1[CH2:17][C@@H:16]([CH3:18])[C@H:15]([N:19]2[C:23]3[N:24]=[C:25]([NH2:29])[NH:26][C:27](=[O:28])[C:22]=3[S:21][C:20]2=[O:30])[O:14]1)[CH2:11][CH3:12])(=O)C1C=CC=CC=1.C([O-])([O-])=O.[K+].[K+]. Given the product [NH2:29][C:25]1[NH:26][C:27](=[O:28])[C:22]2[S:21][C:20](=[O:30])[N:19]([C@H:15]3[C@H:16]([CH3:18])[CH2:17][C@@H:13]([C@@H:10]([OH:9])[CH2:11][CH3:12])[O:14]3)[C:23]=2[N:24]=1, predict the reactants needed to synthesize it.